Dataset: Full USPTO retrosynthesis dataset with 1.9M reactions from patents (1976-2016). Task: Predict the reactants needed to synthesize the given product. (1) Given the product [Cl:9][C:10]1[CH:15]=[CH:14][C:13]([S:16]([N:19]2[C:28]3[CH:27]=[CH:26][C:25]([F:29])=[CH:24][C:23]=3[C:22]3[NH:32][N:4]=[CH:6][C:21]=3[CH2:20]2)(=[O:18])=[O:17])=[CH:12][CH:11]=1, predict the reactants needed to synthesize it. The reactants are: COC(OC)[N:4]([CH3:6])C.[Cl:9][C:10]1[CH:15]=[CH:14][C:13]([S:16]([N:19]2[C:28]3[C:23](=[CH:24][C:25]([F:29])=[CH:26][CH:27]=3)[C:22](=O)[CH2:21][CH2:20]2)(=[O:18])=[O:17])=[CH:12][CH:11]=1.O.[NH2:32]N. (2) Given the product [CH3:35][C:30]1([CH3:36])[C:31]([CH3:34])([CH3:33])[O:32][B:28]([C:2]2[CH:7]=[CH:6][C:5]([C:8]3[NH:12][C:11]([C@@H:13]4[CH2:17][CH2:16][CH2:15][N:14]4[C:18]([O:20][CH2:21][C:22]4[CH:27]=[CH:26][CH:25]=[CH:24][CH:23]=4)=[O:19])=[N:10][CH:9]=3)=[CH:4][CH:3]=2)[O:29]1, predict the reactants needed to synthesize it. The reactants are: Br[C:2]1[CH:7]=[CH:6][C:5]([C:8]2[NH:12][C:11]([C@@H:13]3[CH2:17][CH2:16][CH2:15][N:14]3[C:18]([O:20][CH2:21][C:22]3[CH:27]=[CH:26][CH:25]=[CH:24][CH:23]=3)=[O:19])=[N:10][CH:9]=2)=[CH:4][CH:3]=1.[B:28]1([B:28]2[O:32][C:31]([CH3:34])([CH3:33])[C:30]([CH3:36])([CH3:35])[O:29]2)[O:32][C:31]([CH3:34])([CH3:33])[C:30]([CH3:36])([CH3:35])[O:29]1.C([O-])(=O)C.[K+].